Dataset: Reaction yield outcomes from USPTO patents with 853,638 reactions. Task: Predict the reaction yield, written as a fraction of the theoretical maximum amount of product (1.0 means a 100% yield; for example, 0.34 means a 34% yield). (1) The reactants are [C:1]([C:5]1[CH:6]=[C:7]([C:20]([O:22]CC)=[O:21])[N:8]([CH2:10][C:11]2[C:16]([CH3:17])=[CH:15][C:14]([CH3:18])=[CH:13][C:12]=2[CH3:19])[N:9]=1)([CH3:4])([CH3:3])[CH3:2].[OH-].[Na+].Cl. The catalyst is C1COCC1.O. The product is [C:1]([C:5]1[CH:6]=[C:7]([C:20]([OH:22])=[O:21])[N:8]([CH2:10][C:11]2[C:16]([CH3:17])=[CH:15][C:14]([CH3:18])=[CH:13][C:12]=2[CH3:19])[N:9]=1)([CH3:4])([CH3:2])[CH3:3]. The yield is 0.960. (2) The reactants are O.C1(C)C=CC(S(O)(=O)=O)=CC=1.O[C:14]([C:21]1[CH:28]=[CH:27][C:24]([C:25]#[N:26])=[CH:23][CH:22]=1)([CH3:20])[CH2:15][C:16]([CH3:19])([CH3:18])[CH3:17]. The catalyst is C1(C)C=CC=CC=1.CCOC(C)=O. The product is [CH3:17][C:16]([CH3:19])([CH3:18])[CH2:15][C:14]([C:21]1[CH:22]=[CH:23][C:24]([C:25]#[N:26])=[CH:27][CH:28]=1)=[CH2:20]. The yield is 0.620. (3) The reactants are [CH2:1]([N:5]1[C:13](=[O:14])[C:12]2[N:11](CC=C)[C:10]([C:18]#[N:19])=[N:9][C:8]=2[N:7]([CH2:20][CH2:21][CH2:22][CH3:23])[C:6]1=[O:24])[CH2:2][CH2:3][CH3:4]. The catalyst is C1COCC1.CS(C)=O.C1C=CC([P]([Pd]([P](C2C=CC=CC=2)(C2C=CC=CC=2)C2C=CC=CC=2)([P](C2C=CC=CC=2)(C2C=CC=CC=2)C2C=CC=CC=2)[P](C2C=CC=CC=2)(C2C=CC=CC=2)C2C=CC=CC=2)(C2C=CC=CC=2)C2C=CC=CC=2)=CC=1. The product is [CH2:1]([N:5]1[C:13](=[O:14])[C:12]2[NH:11][C:10]([C:18]#[N:19])=[N:9][C:8]=2[N:7]([CH2:20][CH2:21][CH2:22][CH3:23])[C:6]1=[O:24])[CH2:2][CH2:3][CH3:4]. The yield is 0.240. (4) The reactants are [NH2:1][C:2]1[CH:3]=[C:4]([CH:21]=[CH:22][C:23]=1[CH3:24])[O:5][C:6]1[CH:7]=[CH:8][C:9]2[N:10]([CH:12]=[C:13]([NH:15][C:16]([CH:18]3[CH2:20][CH2:19]3)=[O:17])[N:14]=2)[N:11]=1.[CH2:25]([N:27]=[C:28]=[O:29])[CH3:26]. The catalyst is N1C=CC=CC=1. The product is [CH2:25]([NH:27][C:28]([NH:1][C:2]1[CH:3]=[C:4]([CH:21]=[CH:22][C:23]=1[CH3:24])[O:5][C:6]1[CH:7]=[CH:8][C:9]2[N:10]([CH:12]=[C:13]([NH:15][C:16]([CH:18]3[CH2:20][CH2:19]3)=[O:17])[N:14]=2)[N:11]=1)=[O:29])[CH3:26]. The yield is 0.580.